Dataset: Tyrosyl-DNA phosphodiesterase HTS with 341,365 compounds. Task: Binary Classification. Given a drug SMILES string, predict its activity (active/inactive) in a high-throughput screening assay against a specified biological target. (1) The molecule is Clc1c2c(n(nc2)C)ncc1C(OCC)=O. The result is 0 (inactive). (2) The molecule is O(C(C(=O)Nc1cc(ccc1)C(=O)C)C)C(=O)CCCOc1ccc(OC)cc1. The result is 0 (inactive).